Dataset: Catalyst prediction with 721,799 reactions and 888 catalyst types from USPTO. Task: Predict which catalyst facilitates the given reaction. (1) Reactant: [Cl:1][C:2]1[N:7]=[C:6](Cl)[CH:5]=[C:4]([C:9]2[CH:14]=[CH:13][C:12]([C:15]([F:18])([F:17])[F:16])=[CH:11][CH:10]=2)[N:3]=1.[NH2:19][C:20]1[CH:21]=[C:22]2[C:26](=[CH:27][CH:28]=1)[CH2:25][CH:24]([OH:29])[CH2:23]2. Product: [Cl:1][C:2]1[N:7]=[C:6]([NH:19][C:20]2[CH:21]=[C:22]3[C:26](=[CH:27][CH:28]=2)[CH2:25][CH:24]([OH:29])[CH2:23]3)[CH:5]=[C:4]([C:9]2[CH:14]=[CH:13][C:12]([C:15]([F:18])([F:17])[F:16])=[CH:11][CH:10]=2)[N:3]=1. The catalyst class is: 197. (2) Reactant: [H-].[Na+].[C:3]1([C:9]2[C:13]([N:14]3[CH2:19][CH2:18][N:17]([C:20]([O:22][C:23]([CH3:26])([CH3:25])[CH3:24])=[O:21])[CH2:16][CH2:15]3)=[CH:12][NH:11][N:10]=2)[CH:8]=[CH:7][CH:6]=[CH:5][CH:4]=1.Cl[CH2:28][C:29]#[N:30]. Product: [C:29]([CH2:28][N:11]1[CH:12]=[C:13]([N:14]2[CH2:15][CH2:16][N:17]([C:20]([O:22][C:23]([CH3:26])([CH3:25])[CH3:24])=[O:21])[CH2:18][CH2:19]2)[C:9]([C:3]2[CH:4]=[CH:5][CH:6]=[CH:7][CH:8]=2)=[N:10]1)#[N:30]. The catalyst class is: 3. (3) Reactant: [Cl:1][C:2]1[CH:7]=[CH:6][C:5]([NH:8][C:9]([NH:11]O)=[O:10])=[CH:4][C:3]=1[C:13]([F:16])([F:15])[F:14].C(N(CC)CC)C.N[C:25]1[CH:41]=[CH:40][C:28]([O:29][C:30]2[CH:35]=[CH:34][N:33]=[C:32]([C:36]([NH:38][CH3:39])=[O:37])[CH:31]=2)=[CH:27][CH:26]=1. Product: [CH3:39][NH:38][C:36]([C:32]1[CH:31]=[C:30]([O:29][C:28]2[CH:27]=[CH:26][C:25]([NH:11][C:9]([NH:8][C:5]3[CH:6]=[CH:7][C:2]([Cl:1])=[C:3]([C:13]([F:16])([F:15])[F:14])[CH:4]=3)=[O:10])=[CH:41][CH:40]=2)[CH:35]=[CH:34][N:33]=1)=[O:37]. The catalyst class is: 9. (4) Reactant: [CH:1](O)=[O:2].C(OC(=O)C)(=O)C.[OH:11][NH:12][CH:13]([CH2:22][S:23]([N:26]1[CH2:31][CH2:30][N:29]([C:32]2[CH:37]=[CH:36][C:35]([O:38][CH2:39][C:40]([F:43])([F:42])[F:41])=[CH:34][N:33]=2)[CH2:28][CH2:27]1)(=[O:25])=[O:24])[CH2:14][CH2:15][C:16]1[N:21]=[CH:20][CH:19]=[CH:18][N:17]=1. Product: [OH:11][N:12]([C@H:13]([CH2:22][S:23]([N:26]1[CH2:27][CH2:28][N:29]([C:32]2[CH:37]=[CH:36][C:35]([O:38][CH2:39][C:40]([F:43])([F:42])[F:41])=[CH:34][N:33]=2)[CH2:30][CH2:31]1)(=[O:25])=[O:24])[CH2:14][CH2:15][C:16]1[N:17]=[CH:18][CH:19]=[CH:20][N:21]=1)[CH:1]=[O:2]. The catalyst class is: 2. (5) Reactant: Cl[C:2]1[C:7]([CH2:8][CH3:9])=[C:6]([O:10][CH3:11])[N:5]=[C:4]([O:12][CH3:13])[N:3]=1.[Cl:14][C:15]1[CH:16]=[C:17]([CH2:22][C:23]#[N:24])[CH:18]=[C:19]([Cl:21])[CH:20]=1.[H-].[Na+].[Cl-].[NH4+]. Product: [Cl:14][C:15]1[CH:16]=[C:17]([CH:22]([C:2]2[C:7]([CH2:8][CH3:9])=[C:6]([O:10][CH3:11])[N:5]=[C:4]([O:12][CH3:13])[N:3]=2)[C:23]#[N:24])[CH:18]=[C:19]([Cl:21])[CH:20]=1. The catalyst class is: 3. (6) Reactant: C([C:3](Br)([C:7]1[CH:12]=[CH:11][CH:10]=[CH:9][CH:8]=1)[C:4]([OH:6])=[O:5])C.[NH2:14][C:15]1[CH:19]=[CH:18][S:17][C:16]=1[C:20]([O:22][CH3:23])=[O:21]. Product: [CH3:23][O:22][C:20]([C:16]1[S:17][CH:18]=[CH:19][C:15]=1[NH:14][CH:3]([C:7]1[CH:8]=[CH:9][CH:10]=[CH:11][CH:12]=1)[C:4]([OH:6])=[O:5])=[O:21]. The catalyst class is: 10. (7) Reactant: [Cl:1][C:2]1[CH:9]=[CH:8][CH:7]=[C:6]([F:10])[C:3]=1[CH:4]=O.[CH2:11]([NH2:15])[CH2:12][CH2:13][CH3:14].C1(C)C=CC(S(O)(=O)=O)=CC=1. Product: [CH2:11](/[N:15]=[CH:4]/[C:3]1[C:6]([F:10])=[CH:7][CH:8]=[CH:9][C:2]=1[Cl:1])[CH2:12][CH2:13][CH3:14]. The catalyst class is: 11. (8) Reactant: [NH2:1][CH2:2][CH2:3][CH2:4][CH2:5][OH:6].[Br:7][C:8]1[CH:9]=[C:10]([CH:14]=[CH:15][CH:16]=1)[C:11](Cl)=[O:12].CCN(C(C)C)C(C)C.O. Product: [Br:7][C:8]1[CH:9]=[C:10]([CH:14]=[CH:15][CH:16]=1)[C:11]([NH:1][CH2:2][CH2:3][CH2:4][CH2:5][OH:6])=[O:12]. The catalyst class is: 4. (9) Reactant: ClCCl.Cl.[CH2:5]([N:7]1[CH2:12][CH2:11][CH2:10][C:9](=[O:13])[CH2:8]1)[CH3:6].C(=O)([O-])[O-].[Na+].[Na+]. Product: [CH2:5]([N:7]1[CH2:12][CH2:11][CH2:10][C:9](=[O:13])[CH2:8]1)[CH3:6]. The catalyst class is: 6. (10) Reactant: [H-].[Na+].[CH3:3][CH2:4][O:5][C:6]([CH:8](P(OCC)(OCC)=O)[CH3:9])=[O:7].[CH3:18][C:19]1[CH:26]=[CH:25][C:22]([CH:23]=O)=[CH:21][CH:20]=1.O. Product: [CH3:9][C:8](=[CH:23][C:22]1[CH:25]=[CH:26][C:19]([CH3:18])=[CH:20][CH:21]=1)[C:6]([O:5][CH2:4][CH3:3])=[O:7]. The catalyst class is: 9.